Predict the reaction yield, written as a fraction of the theoretical maximum amount of product (1.0 means a 100% yield; for example, 0.34 means a 34% yield). From a dataset of Reaction yield outcomes from USPTO patents with 853,638 reactions. (1) The reactants are [Cl:1][C:2]1[CH:11]=[CH:10][CH:9]=[C:8]2[C:3]=1[CH:4]=[CH:5][CH:6]=[N:7]2. The catalyst is C(O)(=O)C.C(OCC)C.[Pt]=O. The product is [Cl:1][C:2]1[CH:11]=[CH:10][CH:9]=[C:8]2[C:3]=1[CH2:4][CH2:5][CH2:6][NH:7]2. The yield is 0.690. (2) The reactants are [Cl:1][C:2]1[C:7]([CH3:8])=[C:6]([Cl:9])[CH:5]=[CH:4][N:3]=1.[Br:10]N1C(=O)CCC1=O.C1(C(OOC(=O)C2C=CC=CC=2)=O)C=CC=CC=1. The catalyst is C(Cl)(Cl)(Cl)Cl. The product is [Br:10][CH2:8][C:7]1[C:2]([Cl:1])=[N:3][CH:4]=[CH:5][C:6]=1[Cl:9]. The yield is 0.990. (3) The reactants are C([O:4][C@@H:5]([CH3:51])[C:6]([N:8]([CH2:34][C@H:35]1[C@@H:39]([F:40])[CH2:38][N:37](C(OCC2C=CC=CC=2)=O)[CH2:36]1)[C@@H:9]([C:14]1[N:18]([CH2:19][C:20]2[CH:25]=[CH:24][CH:23]=[CH:22][CH:21]=2)[N:17]=[C:16]([C:26]2[CH:31]=[C:30]([F:32])[CH:29]=[CH:28][C:27]=2[F:33])[N:15]=1)[C:10]([CH3:13])([CH3:12])[CH3:11])=[O:7])(=O)C.C(=O)([O-])[O-].[K+].[K+]. The catalyst is CCOC(C)=O.CO.[Pd]. The product is [CH2:19]([N:18]1[C:14]([C@H:9]([N:8]([CH2:34][C@H:35]2[C@@H:39]([F:40])[CH2:38][NH:37][CH2:36]2)[C:6](=[O:7])[C@@H:5]([OH:4])[CH3:51])[C:10]([CH3:13])([CH3:11])[CH3:12])=[N:15][C:16]([C:26]2[CH:31]=[C:30]([F:32])[CH:29]=[CH:28][C:27]=2[F:33])=[N:17]1)[C:20]1[CH:25]=[CH:24][CH:23]=[CH:22][CH:21]=1. The yield is 0.655. (4) The reactants are [C:1]([O:5][C:6]([NH:8][C@@H:9]([CH3:23])[CH2:10][N:11]1[C:19]2[C:14](=[CH:15][CH:16]=[C:17]3[O:22][CH2:21][CH2:20][C:18]3=2)[CH:13]=[CH:12]1)=[O:7])([CH3:4])([CH3:3])[CH3:2].C([BH3-])#N.[Na+].[OH-].[NH4+]. The catalyst is C(O)(=O)C. The product is [C:1]([O:5][C:6]([NH:8][C@@H:9]([CH3:23])[CH2:10][N:11]1[C:19]2[C:14](=[CH:15][CH:16]=[C:17]3[O:22][CH2:21][CH2:20][C:18]3=2)[CH2:13][CH2:12]1)=[O:7])([CH3:4])([CH3:2])[CH3:3]. The yield is 0.720. (5) The reactants are [Br:1][C:2]1[CH:14]=[CH:13][C:12]2[C:11]3[C:6](=[CH:7][C:8]([Br:15])=[CH:9][CH:10]=3)[C:5]([C:17]3[CH:22]=[CH:21][CH:20]=[CH:19][C:18]=3[C:23]3[CH:24]=[CH:25][C:26]4[N:27]([C:36]5[CH:41]=[CH:40][CH:39]=[CH:38][CH:37]=5)[C:28]5[C:33]([C:34]=4[CH:35]=3)=[CH:32][CH:31]=[CH:30][CH:29]=5)(O)[C:4]=2[CH:3]=1.CC(O)=O.Cl. The catalyst is O. The product is [Br:1][C:2]1[CH:14]=[CH:13][C:12]2[C:11]3[C:6]([C:5]4([C:24]5=[CH:25][C:26]6[N:27]([C:36]7[CH:41]=[CH:40][CH:39]=[CH:38][CH:37]=7)[C:28]7[C:33]([C:34]=6[CH:35]=[C:23]5[C:18]5[C:17]4=[CH:22][CH:21]=[CH:20][CH:19]=5)=[CH:32][CH:31]=[CH:30][CH:29]=7)[C:4]=2[CH:3]=1)=[CH:7][C:8]([Br:15])=[CH:9][CH:10]=3.[Br:1][C:2]1[CH:14]=[CH:13][C:12]2[C:11]3[C:6]([C:5]4([C:35]5[C:34]6[C:33]7[C:28](=[CH:29][CH:30]=[CH:31][CH:32]=7)[N:27]([C:36]7[CH:41]=[CH:40][CH:39]=[CH:38][CH:37]=7)[C:26]=6[CH:25]=[CH:24][C:23]=5[C:18]5[CH:19]=[CH:20][CH:21]=[CH:22][C:17]4=5)[C:4]=2[CH:3]=1)=[CH:7][C:8]([Br:15])=[CH:9][CH:10]=3. The yield is 0.308. (6) The yield is 0.636. The catalyst is CO. The product is [F:1][C:2]1[CH:10]=[C:9]2[C:5]([C:6]([CH3:28])=[CH:7][N:8]2[S:11]([C:14]2[CH:19]=[CH:18][C:17]([O:20][CH3:21])=[C:16]([N:22]3[CH2:23][CH2:24][N:25]([CH3:29])[CH2:26][CH2:27]3)[CH:15]=2)(=[O:13])=[O:12])=[CH:4][CH:3]=1. The reactants are [F:1][C:2]1[CH:10]=[C:9]2[C:5]([C:6]([CH3:28])=[CH:7][N:8]2[S:11]([C:14]2[CH:19]=[CH:18][C:17]([O:20][CH3:21])=[C:16]([N:22]3[CH2:27][CH2:26][NH:25][CH2:24][CH2:23]3)[CH:15]=2)(=[O:13])=[O:12])=[CH:4][CH:3]=1.[C:29]([BH3-])#N.[Na+].C=O. (7) The reactants are [ClH:1].[CH3:2][N:3]([CH3:27])[CH:4]1[CH2:9][CH2:8][N:7]([C:10](=[O:26])[CH2:11][CH2:12][C:13]2[N:14]([CH2:18][C:19]([O:21][CH2:22][CH2:23][CH2:24][CH3:25])=[O:20])[CH:15]=[CH:16][N:17]=2)[CH2:6][CH2:5]1. The catalyst is C(OCC)C. The product is [ClH:1].[CH3:27][N:3]([CH3:2])[CH:4]1[CH2:9][CH2:8][N:7]([C:10](=[O:26])[CH2:11][CH2:12][C:13]2[N:14]([CH2:18][C:19]([O:21][CH2:22][CH2:23][CH2:24][CH3:25])=[O:20])[CH:15]=[CH:16][N:17]=2)[CH2:6][CH2:5]1. The yield is 0.770. (8) The reactants are C1[C@H:35](N)[C@@H:33]([O:34][C@H]2[O:34][C@H:33]([CH2:35]N)[C@@H:32]([OH:37])[C@H:31](O)[C@H:30]2N)[C@H:32]([O:37][C@@H:30]2[O:34][C@H:33]([CH2:35]O)[C@@H:32]([O:37][C@H]3[O:34][C@@H:33]([CH2:35]N)[C@@H:32]([OH:37])[C@H:31](O)[C@H:30]3N)[C@H:31]2O)[C@@H:31](O)[C@@H:30]1N.OS(O)(=O)=O.[CH2:48](Br)[C:49]1[CH:54]=[CH:53][CH:52]=[CH:51][CH:50]=1.[H-].[Na+]. The catalyst is C1COCC1.[I-].C([N+](CCCC)(CCCC)CCCC)CCC. The product is [O:34]1[C@H:33]([C@H:32]([O:37][CH2:48][C:49]2[CH:54]=[CH:53][CH:52]=[CH:51][CH:50]=2)[CH:31]=[CH2:30])[CH2:35]1. The yield is 0.476. (9) The reactants are [OH:1][CH2:2][C:3]1[N:8]=[CH:7][C:6]([OH:9])=[C:5]([SH:10])[CH:4]=1.Br[CH2:12]Br. The catalyst is CN(C=O)C.C(=O)([O-])[O-].[K+].[K+]. The product is [S:10]1[C:5]2[CH:4]=[C:3]([CH2:2][OH:1])[N:8]=[CH:7][C:6]=2[O:9][CH2:12]1. The yield is 0.700. (10) The reactants are C[O:2][C:3](=[O:37])[CH2:4][O:5][C:6]1[CH:11]=[CH:10][C:9]([N:12]([C:34](=[O:36])[CH3:35])[C@H:13]2[C:22]3[C:17](=[CH:18][CH:19]=[CH:20][CH:21]=3)[N:16]([C:23](=[O:32])[C:24]3[CH:29]=[CH:28][C:27]([O:30][CH3:31])=[CH:26][CH:25]=3)[C@@H:15]([CH3:33])[CH2:14]2)=[CH:8][CH:7]=1.[OH-].[Na+].Cl. The catalyst is CO. The product is [C:34]([N:12]([C@H:13]1[C:22]2[C:17](=[CH:18][CH:19]=[CH:20][CH:21]=2)[N:16]([C:23](=[O:32])[C:24]2[CH:29]=[CH:28][C:27]([O:30][CH3:31])=[CH:26][CH:25]=2)[C@@H:15]([CH3:33])[CH2:14]1)[C:9]1[CH:8]=[CH:7][C:6]([O:5][CH2:4][C:3]([OH:37])=[O:2])=[CH:11][CH:10]=1)(=[O:36])[CH3:35]. The yield is 0.890.